Predict the product of the given reaction. From a dataset of Forward reaction prediction with 1.9M reactions from USPTO patents (1976-2016). (1) The product is: [Cl:1][C:2]1[CH:3]=[C:4]([N:5]([CH2:6][C:7]2[N:8]=[CH:9][S:10][CH:11]=2)[C:27]([C:21]2[C:20]3[C:25](=[C:16]([F:15])[CH:17]=[CH:18][CH:19]=3)[NH:24][C:23](=[O:26])[CH:22]=2)=[O:28])[CH:12]=[CH:13][CH:14]=1. Given the reactants [Cl:1][C:2]1[CH:3]=[C:4]([CH:12]=[CH:13][CH:14]=1)[NH:5][CH2:6][C:7]1[N:8]=[CH:9][S:10][CH:11]=1.[F:15][C:16]1[CH:17]=[CH:18][CH:19]=[C:20]2[C:25]=1[NH:24][C:23](=[O:26])[CH:22]=[C:21]2[C:27](Cl)=[O:28], predict the reaction product. (2) Given the reactants [ClH:1].C([N:9]1[CH2:15][CH2:14][CH2:13][C:12]([CH2:17][OH:18])([OH:16])[CH2:11][CH2:10]1)C1C=CC=CC=1.[H][H], predict the reaction product. The product is: [ClH:1].[OH:18][CH2:17][C:12]1([OH:16])[CH2:13][CH2:14][CH2:15][NH:9][CH2:10][CH2:11]1. (3) The product is: [CH3:18][O:17][N:16]([CH3:15])[C:11](=[O:13])[CH2:10][O:9][CH3:8]. Given the reactants C(N(CC)CC)C.[CH3:8][O:9][CH2:10][C:11]([OH:13])=O.Cl.[CH3:15][NH:16][O:17][CH3:18], predict the reaction product. (4) Given the reactants C(=O)([O-])[O-].[Cs+].[Cs+].[Si:7]([O:14][CH2:15][CH2:16][C@@H:17]([C:31]1[CH:36]=[CH:35][C:34]([Cl:37])=[C:33]([Cl:38])[CH:32]=1)[CH2:18][NH:19][C:20](=[O:30])[C:21]1[CH:26]=[CH:25][CH:24]=[C:23]([C:27]#[N:28])[C:22]=1[OH:29])([C:10]([CH3:13])([CH3:12])[CH3:11])([CH3:9])[CH3:8].Br[CH2:40][C@H:41]([CH3:44])[CH2:42][OH:43].[Na+].[Cl-], predict the reaction product. The product is: [Si:7]([O:14][CH2:15][CH2:16][C@@H:17]([C:31]1[CH:36]=[CH:35][C:34]([Cl:37])=[C:33]([Cl:38])[CH:32]=1)[CH2:18][NH:19][C:20](=[O:30])[C:21]1[CH:26]=[CH:25][CH:24]=[C:23]([C:27]#[N:28])[C:22]=1[O:29][CH2:40][C@H:41]([CH3:44])[CH2:42][OH:43])([C:10]([CH3:13])([CH3:12])[CH3:11])([CH3:9])[CH3:8]. (5) Given the reactants Cl.Cl.Cl.[O:4]1[C:8]2[CH:9]=[CH:10][CH:11]=[C:12]([N:13]3[CH2:18][CH2:17][N:16]([CH2:19][CH2:20][C@H:21]4[CH2:26][CH2:25][C@H:24]([NH2:27])[CH2:23][CH2:22]4)[CH2:15][CH2:14]3)[C:7]=2[O:6][CH2:5]1.[CH3:28][O:29][C:30]1([C:36](O)=[O:37])[CH2:35][CH2:34][CH2:33][CH2:32][CH2:31]1, predict the reaction product. The product is: [O:4]1[C:8]2[CH:9]=[CH:10][CH:11]=[C:12]([N:13]3[CH2:18][CH2:17][N:16]([CH2:19][CH2:20][C@H:21]4[CH2:26][CH2:25][C@H:24]([NH:27][C:36]([C:30]5([O:29][CH3:28])[CH2:35][CH2:34][CH2:33][CH2:32][CH2:31]5)=[O:37])[CH2:23][CH2:22]4)[CH2:15][CH2:14]3)[C:7]=2[O:6][CH2:5]1. (6) Given the reactants [F:1][C:2]1[CH:10]=[CH:9][CH:8]=[C:7]([I:11])[C:3]=1[C:4]([OH:6])=[O:5].C(Cl)(=O)C(Cl)=O.CN(C=O)C.O[NH:24][C:25](=[NH:27])[CH3:26], predict the reaction product. The product is: [F:1][C:2]1[CH:10]=[CH:9][CH:8]=[C:7]([I:11])[C:3]=1[C:4]([O:6]/[N:24]=[C:25](\[NH2:27])/[CH3:26])=[O:5]. (7) The product is: [N:13]1[CH:18]=[CH:17][CH:16]=[CH:15][C:14]=1[CH2:19][NH:20][C:2]1[CH:7]=[C:6]([C:8]([F:11])([F:10])[F:9])[CH:5]=[C:4]([Cl:12])[N:3]=1. Given the reactants Cl[C:2]1[CH:7]=[C:6]([C:8]([F:11])([F:10])[F:9])[CH:5]=[C:4]([Cl:12])[N:3]=1.[N:13]1[CH:18]=[CH:17][CH:16]=[CH:15][C:14]=1[CH2:19][NH2:20], predict the reaction product. (8) Given the reactants [Si:1]([O:18][CH2:19][CH2:20][CH:21]([C:30](=[N:43][O:44]C)[C:31]#[C:32][CH:33]1[CH2:36][CH:35]([CH2:37][CH:38]([CH2:41][CH3:42])[CH2:39][CH3:40])[CH2:34]1)[CH2:22][C:23]([O:25][C:26]([CH3:29])([CH3:28])[CH3:27])=[O:24])([C:14]([CH3:17])([CH3:16])[CH3:15])([C:8]1[CH:13]=[CH:12][CH:11]=[CH:10][CH:9]=1)[C:2]1[CH:7]=[CH:6][CH:5]=[CH:4][CH:3]=1.C(#N)C.[I:49]I.S([O-])([O-])(=O)=S.[Na+].[Na+], predict the reaction product. The product is: [Si:1]([O:18][CH2:19][CH2:20][CH:21]([C:30]1[C:31]([I:49])=[C:32]([CH:33]2[CH2:36][CH:35]([CH2:37][CH:38]([CH2:41][CH3:42])[CH2:39][CH3:40])[CH2:34]2)[O:44][N:43]=1)[CH2:22][C:23]([O:25][C:26]([CH3:28])([CH3:27])[CH3:29])=[O:24])([C:14]([CH3:17])([CH3:15])[CH3:16])([C:8]1[CH:13]=[CH:12][CH:11]=[CH:10][CH:9]=1)[C:2]1[CH:7]=[CH:6][CH:5]=[CH:4][CH:3]=1. (9) The product is: [CH2:1]([O:8][C:9]1[CH:10]=[C:11]([C:15]2[CH:16]=[C:17]([CH:20]=[CH:21][CH:22]=2)[CH:18]=[O:36])[CH:12]=[CH:13][CH:14]=1)[C:2]1[CH:7]=[CH:6][CH:5]=[CH:4][CH:3]=1. Given the reactants [CH2:1]([O:8][C:9]1[CH:10]=[C:11]([C:15]2[CH:16]=[C:17]([CH:20]=[CH:21][CH:22]=2)[C:18]#N)[CH:12]=[CH:13][CH:14]=1)[C:2]1[CH:7]=[CH:6][CH:5]=[CH:4][CH:3]=1.[H-].C([Al+]CC(C)C)C(C)C.C1C[O:36]CC1, predict the reaction product.